From a dataset of Catalyst prediction with 721,799 reactions and 888 catalyst types from USPTO. Predict which catalyst facilitates the given reaction. (1) The catalyst class is: 49. Reactant: C1N=CN([C:6]([N:8]2C=N[CH:10]=[CH:9]2)=[O:7])C=1.NC1C=[C:18]([Cl:20])[CH:17]=[C:16]([CH3:21])[C:15]=1[OH:22]. Product: [Cl:20][C:18]1[CH:17]=[C:16]([CH3:21])[C:15]2[O:22][C:6](=[O:7])[NH:8][C:9]=2[CH:10]=1. (2) Reactant: [C:1]1([NH:7][S:8]([C:11]2[CH:12]=[C:13](/[CH:17]=[CH:18]/[C:19]([OH:21])=[O:20])[CH:14]=[CH:15][CH:16]=2)(=[O:10])=[O:9])[CH:6]=[CH:5][CH:4]=[CH:3][CH:2]=1.N12CCCN=C1CCCCC2.C(OC(C)C)(=O)C.S(Cl)(Cl)=O.[NH2:44][OH:45]. Product: [OH:45][NH:44][C:19](=[O:21])/[CH:18]=[CH:17]/[C:13]1[CH:14]=[CH:15][CH:16]=[C:11]([S:8](=[O:10])(=[O:9])[NH:7][C:1]2[CH:6]=[CH:5][CH:4]=[CH:3][CH:2]=2)[CH:12]=1.[C:1]1([NH:7][S:8]([C:11]2[CH:12]=[C:13](/[CH:17]=[CH:18]/[C:19]([OH:21])=[O:20])[CH:14]=[CH:15][CH:16]=2)(=[O:10])=[O:9])[CH:2]=[CH:3][CH:4]=[CH:5][CH:6]=1. The catalyst class is: 6. (3) Reactant: [Cl:1][C:2]1[CH:7]=[CH:6][C:5]([C:8]2[C:9]3[CH2:17][NH:16][CH2:15][C:10]=3[N:11]=[C:12]([NH2:14])[N:13]=2)=[C:4]([CH3:18])[CH:3]=1.ClC1C=CC(B(O)O)=C(C)C=1.C(N(CC)CC)C.[CH2:37]([S:40](Cl)(=[O:42])=[O:41])[CH2:38][CH3:39]. Product: [Cl:1][C:2]1[CH:7]=[CH:6][C:5]([C:8]2[C:9]3[CH2:17][N:16]([S:40]([CH2:37][CH2:38][CH3:39])(=[O:42])=[O:41])[CH2:15][C:10]=3[N:11]=[C:12]([NH2:14])[N:13]=2)=[C:4]([CH3:18])[CH:3]=1. The catalyst class is: 10. (4) Reactant: [NH2:1][C:2]1[CH:7]=[C:6]([O:8][CH3:9])[N:5]=[C:4]([O:10][CH3:11])[CH:3]=1.C([Li])CCC.[CH3:17][O:18][C:19]1[CH:20]=[C:21]([C:27]2[C:39](=[O:40])[N:38]([CH2:41][CH3:42])[C:30]3[N:31]=[C:32](S(C)=O)[N:33]=[CH:34][C:29]=3[CH:28]=2)[CH:22]=[C:23]([O:25][CH3:26])[CH:24]=1.C(OCC)(=O)C.O. Product: [CH3:26][O:25][C:23]1[CH:22]=[C:21]([C:27]2[C:39](=[O:40])[N:38]([CH2:41][CH3:42])[C:30]3[N:31]=[C:32]([NH:1][C:2]4[CH:7]=[C:6]([O:8][CH3:9])[N:5]=[C:4]([O:10][CH3:11])[CH:3]=4)[N:33]=[CH:34][C:29]=3[CH:28]=2)[CH:20]=[C:19]([O:18][CH3:17])[CH:24]=1. The catalyst class is: 1.